Regression. Given a peptide amino acid sequence and an MHC pseudo amino acid sequence, predict their binding affinity value. This is MHC class I binding data. From a dataset of Peptide-MHC class I binding affinity with 185,985 pairs from IEDB/IMGT. (1) The peptide sequence is KPGPAKFSL. The MHC is HLA-A25:01 with pseudo-sequence HLA-A25:01. The binding affinity (normalized) is 0.0847. (2) The peptide sequence is RESIVCYFM. The MHC is HLA-B39:01 with pseudo-sequence HLA-B39:01. The binding affinity (normalized) is 0.213. (3) The binding affinity (normalized) is 0.386. The MHC is Mamu-A01 with pseudo-sequence Mamu-A01. The peptide sequence is MSPSYVKY. (4) The peptide sequence is YDQLLDSSL. The MHC is HLA-B45:01 with pseudo-sequence HLA-B45:01. The binding affinity (normalized) is 0.